Dataset: Full USPTO retrosynthesis dataset with 1.9M reactions from patents (1976-2016). Task: Predict the reactants needed to synthesize the given product. (1) Given the product [Cl:15][C:16]1[CH:17]=[CH:18][C:19](=[O:22])[N:20]([CH2:24][C:25]2[CH:26]=[C:27]3[C:31](=[CH:32][CH:33]=2)[N:30]([C:34]([O:36][C:37]([CH3:40])([CH3:38])[CH3:39])=[O:35])[N:29]=[C:28]3[C:41]2[N:42]=[N:43][N:44]([C:46]3[CH:51]=[CH:50][C:49]([C:52]([N:54]4[CH2:59][CH2:58][O:57][CH2:56][CH2:55]4)=[O:53])=[CH:48][CH:47]=3)[CH:45]=2)[N:21]=1, predict the reactants needed to synthesize it. The reactants are: CC(OC(/N=N/C(OC(C)C)=O)=O)C.[Cl:15][C:16]1[CH:17]=[CH:18][C:19](=[O:22])[NH:20][N:21]=1.O[CH2:24][C:25]1[CH:26]=[C:27]2[C:31](=[CH:32][CH:33]=1)[N:30]([C:34]([O:36][C:37]([CH3:40])([CH3:39])[CH3:38])=[O:35])[N:29]=[C:28]2[C:41]1[N:42]=[N:43][N:44]([C:46]2[CH:51]=[CH:50][C:49]([C:52]([N:54]3[CH2:59][CH2:58][O:57][CH2:56][CH2:55]3)=[O:53])=[CH:48][CH:47]=2)[CH:45]=1.C1(P(C2C=CC=CC=2)C2C=CC=CC=2)C=CC=CC=1. (2) Given the product [CH3:7][N:4]1[CH2:5][CH2:6][C@:2]2([N:1]=[C:11]([C:12]3[N:17]=[C:16]([C:18]4[CH:23]=[CH:22][C:21]([C:24]([F:27])([F:26])[F:25])=[CH:20][CH:19]=4)[CH:15]=[CH:14][N:13]=3)[CH2:10][CH2:9]2)[C:3]1=[O:8], predict the reactants needed to synthesize it. The reactants are: [NH2:1][C@@:2]1([CH2:9][C:10]#[C:11][C:12]2[N:17]=[C:16]([C:18]3[CH:23]=[CH:22][C:21]([C:24]([F:27])([F:26])[F:25])=[CH:20][CH:19]=3)[CH:15]=[CH:14][N:13]=2)[CH2:6][CH2:5][N:4]([CH3:7])[C:3]1=[O:8]. (3) Given the product [Cl:1][C:2]1[CH:3]=[CH:4][C:5]([C:8]2[CH:9]=[C:10]([NH:20][C:28]([C:25]3[CH:24]=[CH:23][C:22]([OH:21])=[CH:27][N:26]=3)=[O:29])[CH:11]=[N:12][C:13]=2[O:14][CH2:15][C:16]([F:17])([F:18])[F:19])=[CH:6][CH:7]=1, predict the reactants needed to synthesize it. The reactants are: [Cl:1][C:2]1[CH:7]=[CH:6][C:5]([C:8]2[CH:9]=[C:10]([NH2:20])[CH:11]=[N:12][C:13]=2[O:14][CH2:15][C:16]([F:19])([F:18])[F:17])=[CH:4][CH:3]=1.[OH:21][C:22]1[CH:23]=[CH:24][C:25]([C:28](O)=[O:29])=[N:26][CH:27]=1. (4) Given the product [C:1]([O:5][C:6]([N:8]1[CH2:13][CH2:12][N:11]([C:14]2[N:15]([S:24]([C:27]3[CH:32]=[CH:31][CH:30]=[C:29]([Cl:33])[CH:28]=3)(=[O:26])=[O:25])[C:16]3[C:21]([CH:22]=2)=[CH:20][CH:19]=[CH:18][C:17]=3[C:35]#[N:36])[CH2:10][CH2:9]1)=[O:7])([CH3:4])([CH3:3])[CH3:2], predict the reactants needed to synthesize it. The reactants are: [C:1]([O:5][C:6]([N:8]1[CH2:13][CH2:12][N:11]([C:14]2[N:15]([S:24]([C:27]3[CH:32]=[CH:31][CH:30]=[C:29]([Cl:33])[CH:28]=3)(=[O:26])=[O:25])[C:16]3[C:21]([CH:22]=2)=[CH:20][CH:19]=[CH:18][C:17]=3Br)[CH2:10][CH2:9]1)=[O:7])([CH3:4])([CH3:3])[CH3:2].[Cu][C:35]#[N:36]. (5) The reactants are: [NH2:1][C@@H:2]([CH2:33][C:34]1[CH:39]=[CH:38][CH:37]=[CH:36][CH:35]=1)[C@@H:3]([OH:32])[CH2:4][C@H:5]([NH:19][C:20]([C@@H:22]([NH:27][C:28](=[O:31])[O:29][CH3:30])[C:23]([CH3:26])([CH3:25])[CH3:24])=[O:21])[CH2:6][C:7]1[CH:12]=[CH:11][C:10]([C:13]2[CH:18]=[CH:17][CH:16]=[CH:15][N:14]=2)=[CH:9][CH:8]=1.[CH3:40][O:41][C:42]([NH:44][C@@H:45]([C:49]([CH3:52])([CH3:51])[CH3:50])[C:46](O)=[O:47])=[O:43].CCOP(ON1N=NC2C=CC=CC=2C1=O)(OCC)=O.C(N(CC)C(C)C)(C)C. Given the product [CH2:33]([C@H:2]([NH:1][C:46](=[O:47])[C@H:45]([C:49]([CH3:51])([CH3:50])[CH3:52])[NH:44][C:42](=[O:43])[O:41][CH3:40])[C@@H:3]([OH:32])[CH2:4][C@@H:5]([CH2:6][C:7]1[CH:12]=[CH:11][C:10]([C:13]2[CH:18]=[CH:17][CH:16]=[CH:15][N:14]=2)=[CH:9][CH:8]=1)[NH:19][C:20](=[O:21])[C@@H:22]([NH:27][C:28](=[O:31])[O:29][CH3:30])[C:23]([CH3:26])([CH3:25])[CH3:24])[C:34]1[CH:35]=[CH:36][CH:37]=[CH:38][CH:39]=1, predict the reactants needed to synthesize it. (6) Given the product [C:14]([C:18]1[CH:34]=[CH:33][C:21]([CH2:22][N:23]([CH2:24][CH2:25][C:26]2[CH:31]=[CH:30][C:29]([F:32])=[CH:28][CH:27]=2)[C:11]([C:9]2[CH:10]=[C:2]([F:1])[CH:3]=[C:4]3[C:8]=2[NH:7][CH:6]=[CH:5]3)=[O:13])=[CH:20][CH:19]=1)([CH3:17])([CH3:15])[CH3:16], predict the reactants needed to synthesize it. The reactants are: [F:1][C:2]1[CH:3]=[C:4]2[C:8](=[C:9]([C:11]([OH:13])=O)[CH:10]=1)[NH:7][CH:6]=[CH:5]2.[C:14]([C:18]1[CH:34]=[CH:33][C:21]([CH2:22][NH:23][CH2:24][CH2:25][C:26]2[CH:31]=[CH:30][C:29]([F:32])=[CH:28][CH:27]=2)=[CH:20][CH:19]=1)([CH3:17])([CH3:16])[CH3:15].CCN=C=NCCCN(C)C.Cl.